Dataset: Forward reaction prediction with 1.9M reactions from USPTO patents (1976-2016). Task: Predict the product of the given reaction. (1) Given the reactants C[O:2][C:3](=[O:12])[C:4]1[CH:9]=[CH:8][CH:7]=[C:6]([Br:10])[C:5]=1[CH3:11].C(=O)(O)[O-].[Na+], predict the reaction product. The product is: [Br:10][C:6]1[CH:7]=[CH:8][CH:9]=[C:4]2[C:5]=1[CH2:11][O:2][C:3]2=[O:12]. (2) Given the reactants [N:1]([C:4]1([CH3:20])[CH2:8][CH2:7][CH2:6][CH:5]1[NH:9][S:10]([C:13]1[CH:18]=[CH:17][C:16]([CH3:19])=[CH:15][CH:14]=1)(=[O:12])=[O:11])=[N+]=[N-].[H][H], predict the reaction product. The product is: [NH2:1][C:4]1([CH3:20])[CH2:8][CH2:7][CH2:6][CH:5]1[NH:9][S:10]([C:13]1[CH:14]=[CH:15][C:16]([CH3:19])=[CH:17][CH:18]=1)(=[O:12])=[O:11]. (3) Given the reactants [P:1]([O-:13])([O:8][C:9]([CH3:12])([CH3:11])[CH3:10])([O:3][C:4]([CH3:7])([CH3:6])[CH3:5])=[O:2].[K+].C(=O)(O)[O-].[Na+].[Cl:20][CH2:21]OS(Cl)(=O)=O, predict the reaction product. The product is: [Cl:20][CH2:21][O:2][P:1](=[O:13])([O:3][C:4]([CH3:6])([CH3:7])[CH3:5])[O:8][C:9]([CH3:12])([CH3:11])[CH3:10]. (4) Given the reactants [C:1]([O:5][C:6]([N:8]([CH3:23])[CH2:9][CH2:10][C@H:11]1[CH2:16][CH2:15][C@H:14]([CH2:17]OS(C)(=O)=O)[CH2:13][CH2:12]1)=[O:7])([CH3:4])([CH3:3])[CH3:2].[C-:24]#[N:25].[Na+], predict the reaction product. The product is: [C:1]([O:5][C:6](=[O:7])[N:8]([CH2:9][CH2:10][C@H:11]1[CH2:16][CH2:15][C@H:14]([CH2:17][C:24]#[N:25])[CH2:13][CH2:12]1)[CH3:23])([CH3:4])([CH3:3])[CH3:2]. (5) Given the reactants [Cl:1][C:2]1[CH:3]=[CH:4][C:5](F)=[C:6]([CH:9]=1)[CH:7]=[O:8].[NH:11]1[CH2:15][CH2:14][CH2:13][CH2:12]1.C(=O)([O-])[O-].[K+].[K+].CS(C)=O, predict the reaction product. The product is: [Cl:1][C:2]1[CH:3]=[CH:4][C:5]([N:11]2[CH2:15][CH2:14][CH2:13][CH2:12]2)=[C:6]([CH:9]=1)[CH:7]=[O:8]. (6) Given the reactants [N:1]1[CH:6]=[CH:5][C:4]([C:7]2[N:8]=[C:9](OS(C3C(C(C)C)=CC(C(C)C)=CC=3C(C)C)(=O)=O)[C:10]3[C:15]4[CH2:16][CH2:17][CH2:18][CH2:19][C:14]=4[S:13][C:11]=3[N:12]=2)=[CH:3][CH:2]=1.C([N:46]1[CH2:50][CH2:49][C@@H:48]([NH2:51])[CH2:47]1)(OC(C)(C)C)=O.CCN(CC)CC.O, predict the reaction product. The product is: [N:1]1[CH:6]=[CH:5][C:4]([C:7]2[N:8]=[C:9]([NH:51][C@@H:48]3[CH2:49][CH2:50][NH:46][CH2:47]3)[C:10]3[C:15]4[CH2:14][CH2:19][CH2:18][CH2:17][C:16]=4[S:13][C:11]=3[N:12]=2)=[CH:3][CH:2]=1. (7) Given the reactants [Br:1][C:2]1[CH:3]=[C:4]([NH:10][C:11]2[CH:16]=[N:15][C:14]([N:17]3[CH2:22][CH2:21][NH:20][CH2:19][C@@H:18]3[CH3:23])=[CH:13][N:12]=2)[C:5](=[O:9])[N:6]([CH3:8])[CH:7]=1.[O:24]1[CH2:27][C:26](=O)[CH2:25]1.[BH3-]C#N.[Na+], predict the reaction product. The product is: [Br:1][C:2]1[CH:3]=[C:4]([NH:10][C:11]2[CH:16]=[N:15][C:14]([N:17]3[CH2:22][CH2:21][N:20]([CH:26]4[CH2:27][O:24][CH2:25]4)[CH2:19][C@@H:18]3[CH3:23])=[CH:13][N:12]=2)[C:5](=[O:9])[N:6]([CH3:8])[CH:7]=1. (8) The product is: [Br:11][C:10]1[CH:9]=[C:8]2[C:4]([CH2:5][C@@:6]3([C:15](=[O:16])[NH:14][C:13](=[O:17])[N:12]3[CH3:18])[CH2:7]2)=[CH:3][C:2]=1[NH:1][C:26](=[O:27])[CH2:25][N:24]1[C:23]2[CH:29]=[CH:30][CH:31]=[CH:32][C:22]=2[N:21]([C:33]2[CH:38]=[CH:37][CH:36]=[CH:35][N:34]=2)[C:20]1=[O:19]. Given the reactants [NH2:1][C:2]1[CH:3]=[C:4]2[C:8](=[CH:9][C:10]=1[Br:11])[CH2:7][C@:6]1([C:15](=[O:16])[NH:14][C:13](=[O:17])[N:12]1[CH3:18])[CH2:5]2.[O:19]=[C:20]1[N:24]([CH2:25][C:26](O)=[O:27])[C:23]2[CH:29]=[CH:30][CH:31]=[CH:32][C:22]=2[N:21]1[C:33]1[CH:38]=[CH:37][CH:36]=[CH:35][N:34]=1.C(N(CC)C(C)C)(C)C.C1CN([P+](ON2N=NC3C=CC=CC2=3)(N2CCCC2)N2CCCC2)CC1.F[P-](F)(F)(F)(F)F, predict the reaction product. (9) Given the reactants Cl[C:2]1[N:3]=[CH:4][C:5]2[N:11]([CH3:12])[C:10](=[O:13])[C:9]([F:15])([F:14])[CH2:8][N:7]([CH:16]3[CH2:21][CH2:20][CH2:19][CH2:18][CH2:17]3)[C:6]=2[N:22]=1.O.C1(C)C(S(O)(=O)=O)=CC=CC=1.[NH2:35][C:36]1[CH:50]=[CH:49][C:39]([C:40]([NH:42][CH:43]2[CH2:48][CH2:47][O:46][CH2:45][CH2:44]2)=[O:41])=[CH:38][C:37]=1[O:51][CH3:52], predict the reaction product. The product is: [CH:16]1([N:7]2[CH2:8][C:9]([F:15])([F:14])[C:10](=[O:13])[N:11]([CH3:12])[C:5]3[CH:4]=[N:3][C:2]([NH:35][C:36]4[CH:50]=[CH:49][C:39]([C:40]([NH:42][CH:43]5[CH2:44][CH2:45][O:46][CH2:47][CH2:48]5)=[O:41])=[CH:38][C:37]=4[O:51][CH3:52])=[N:22][C:6]2=3)[CH2:21][CH2:20][CH2:19][CH2:18][CH2:17]1. (10) Given the reactants F[C:2](F)(F)[C:3](O)=O.C[C@H:9]([O:13][C:14]1[NH:15][C:16]([NH2:25])=[C:17]2[C:21]([N:22]=1)=[N:20][C:19]([O:23][CH3:24])=[N:18]2)[CH2:10][CH2:11][CH3:12].[C:26](=O)([O-])[O-].[K+].[K+].Br[CH2:33][CH2:34][CH:35]1[CH2:40][CH2:39][N:38](C(OCC2C=CC=CC=2)=O)[CH2:37][CH2:36]1, predict the reaction product. The product is: [CH2:9]([O:13][C:14]1[N:22]=[C:21]2[C:17]([N:18]=[C:19]([O:23][CH3:24])[N:20]2[CH2:33][CH2:34][CH:35]2[CH2:40][CH2:39][N:38]([CH:3]([CH3:2])[CH3:26])[CH2:37][CH2:36]2)=[C:16]([NH2:25])[N:15]=1)[CH2:10][CH2:11][CH3:12].